Task: Predict the product of the given reaction.. Dataset: Forward reaction prediction with 1.9M reactions from USPTO patents (1976-2016) (1) Given the reactants [CH3:1][CH:2]1[O:7][C:6]2[CH:8]=[CH:9][C:10]([O:12][CH:13]3[CH2:18][CH2:17][NH:16][CH2:15][CH2:14]3)=[CH:11][C:5]=2[NH:4][C:3]1=[O:19].C([O-])([O-])=O.[K+].[K+].F[C:27]1[CH:36]=[CH:35][C:30]([C:31]([NH:33][CH3:34])=[O:32])=[CH:29][CH:28]=1, predict the reaction product. The product is: [CH3:34][NH:33][C:31](=[O:32])[C:30]1[CH:35]=[CH:36][C:27]([N:16]2[CH2:17][CH2:18][CH:13]([O:12][C:10]3[CH:9]=[CH:8][C:6]4[O:7][CH:2]([CH3:1])[C:3](=[O:19])[NH:4][C:5]=4[CH:11]=3)[CH2:14][CH2:15]2)=[CH:28][CH:29]=1. (2) Given the reactants Cl.[Cl:2][C:3]1[C:11]2[C:6](=[CH:7][CH:8]=[C:9]([C:12]3[O:16][N:15]=[C:14]([C:17]4[CH:26]=[CH:25][CH:24]=[C:23]5[C:18]=4[CH2:19][CH2:20][NH:21][CH2:22]5)[N:13]=3)[CH:10]=2)[N:5]([CH:27]([CH3:29])[CH3:28])[CH:4]=1.Br[CH2:31][C:32]([O:34][C:35]([CH3:38])([CH3:37])[CH3:36])=[O:33], predict the reaction product. The product is: [C:35]([O:34][C:32](=[O:33])[CH2:31][N:21]1[CH2:20][CH2:19][C:18]2[C:23](=[CH:24][CH:25]=[CH:26][C:17]=2[C:14]2[N:13]=[C:12]([C:9]3[CH:10]=[C:11]4[C:6](=[CH:7][CH:8]=3)[N:5]([CH:27]([CH3:29])[CH3:28])[CH:4]=[C:3]4[Cl:2])[O:16][N:15]=2)[CH2:22]1)([CH3:38])([CH3:37])[CH3:36]. (3) Given the reactants Br[C:2]1[CH:11]=[C:10]2[C:5]([N:6]([CH3:19])[CH2:7][CH2:8][N:9]2[C:12]([O:14][C:15]([CH3:18])([CH3:17])[CH3:16])=[O:13])=[CH:4][CH:3]=1.[CH3:20][C:21]1([CH3:37])[C:25]([CH3:27])([CH3:26])[O:24][B:23]([B:23]2[O:24][C:25]([CH3:27])([CH3:26])[C:21]([CH3:37])([CH3:20])[O:22]2)[O:22]1.CC([O-])=O.[K+].C(Cl)Cl, predict the reaction product. The product is: [CH3:19][N:6]1[C:5]2[C:10](=[CH:11][C:2]([B:23]3[O:24][C:25]([CH3:27])([CH3:26])[C:21]([CH3:37])([CH3:20])[O:22]3)=[CH:3][CH:4]=2)[N:9]([C:12]([O:14][C:15]([CH3:18])([CH3:17])[CH3:16])=[O:13])[CH2:8][CH2:7]1. (4) Given the reactants C([Li])CCC.C(NC(C)C)(C)C.[C:13]([O:17][CH2:18][CH3:19])(=[O:16])[C:14]#[CH:15].[CH:20]([O:23][C:24]1[C:25]([O:35][CH3:36])=[CH:26][C:27]([N+:32]([O-:34])=[O:33])=[C:28]([CH:31]=1)[CH:29]=[O:30])([CH3:22])[CH3:21].C(O)(=O)C, predict the reaction product. The product is: [CH:20]([O:23][C:24]1[C:25]([O:35][CH3:36])=[CH:26][C:27]([N+:32]([O-:34])=[O:33])=[C:28]([CH:29]([OH:30])[C:15]#[C:14][C:13]([O:17][CH2:18][CH3:19])=[O:16])[CH:31]=1)([CH3:22])[CH3:21].